This data is from Forward reaction prediction with 1.9M reactions from USPTO patents (1976-2016). The task is: Predict the product of the given reaction. (1) The product is: [I:1][C:2]1[CH:3]=[C:4]([CH:5]=[CH:6][CH:7]=1)[C:8]([CH:9]([CH2:23][CH3:24])[C:10]([O:12][CH2:13][CH3:14])=[O:11])=[O:15]. Given the reactants [I:1][C:2]1[CH:3]=[C:4]([C:8](=[O:15])[CH2:9][C:10]([O:12][CH2:13][CH3:14])=[O:11])[CH:5]=[CH:6][CH:7]=1.C([O-])([O-])=O.[K+].[K+].I[CH:23](C)[CH3:24], predict the reaction product. (2) Given the reactants [F:1][C:2]1([F:24])[CH2:7][CH2:6][CH:5]([CH2:8][NH:9][C:10]([C:12]2[C:13]3[CH:14]=[CH:15][C:16](Cl)=[N:17][C:18]=3[CH:19]=[CH:20][C:21]=2[Cl:22])=[O:11])[CH2:4][CH2:3]1.[NH:25]1[CH2:29][CH2:28][CH:27]([NH:30][C:31](=[O:33])[CH3:32])[CH2:26]1, predict the reaction product. The product is: [F:1][C:2]1([F:24])[CH2:7][CH2:6][CH:5]([CH2:8][NH:9][C:10]([C:12]2[C:13]3[CH:14]=[CH:15][C:16]([N:25]4[CH2:29][CH2:28][CH:27]([NH:30][C:31](=[O:33])[CH3:32])[CH2:26]4)=[N:17][C:18]=3[CH:19]=[CH:20][C:21]=2[Cl:22])=[O:11])[CH2:4][CH2:3]1. (3) Given the reactants [O:1]=[C:2]([CH3:34])[CH2:3][NH:4][C:5](=O)[C:6]1[CH:11]=[CH:10][C:9]([C:12]2([C:19]3[CH:24]=[CH:23][C:22]([O:25][CH2:26][C:27]4[CH:32]=[CH:31][CH:30]=[CH:29][N:28]=4)=[CH:21][CH:20]=3)[CH2:17][CH:16]3[CH2:18][CH:13]2[CH2:14][CH2:15]3)=[CH:8][CH:7]=1, predict the reaction product. The product is: [CH3:34][C:2]1[O:1][C:5]([C:6]2[CH:11]=[CH:10][C:9]([C:12]3([C:19]4[CH:20]=[CH:21][C:22]([O:25][CH2:26][C:27]5[CH:32]=[CH:31][CH:30]=[CH:29][N:28]=5)=[CH:23][CH:24]=4)[CH2:17][CH:16]4[CH2:18][CH:13]3[CH2:14][CH2:15]4)=[CH:8][CH:7]=2)=[N:4][CH:3]=1. (4) Given the reactants [Cl:1][C:2]1[CH:7]=[CH:6][C:5]([C:8]2[C:12]3[CH2:13][N:14]([C:17](=[O:19])[CH3:18])[CH2:15][CH2:16][C:11]=3[N:10]([CH2:20][CH:21]3[CH2:23][O:22]3)[N:9]=2)=[CH:4][C:3]=1[N+:24]([O-])=O.[O-]S(C(F)(F)F)(=O)=O.[Yb+3].[O-]S(C(F)(F)F)(=O)=O.[O-]S(C(F)(F)F)(=O)=O.[CH3:52][C:53]1[CH:58]=[CH:57][CH:56]=[CH:55][C:54]=1[N:59]1[CH2:64][CH2:63][NH:62][CH2:61][CH2:60]1, predict the reaction product. The product is: [NH2:24][C:3]1[CH:4]=[C:5]([C:8]2[C:12]3[CH2:13][N:14]([C:17](=[O:19])[CH3:18])[CH2:15][CH2:16][C:11]=3[N:10]([CH2:20][CH:21]([OH:22])[CH2:23][N:62]3[CH2:63][CH2:64][N:59]([C:54]4[CH:55]=[CH:56][CH:57]=[CH:58][C:53]=4[CH3:52])[CH2:60][CH2:61]3)[N:9]=2)[CH:6]=[CH:7][C:2]=1[Cl:1]. (5) Given the reactants Cl[C:2]1[N:7]=[CH:6][C:5]([S:8]([C:11]2[N:15]([C:16]3[CH:21]=[C:20]([CH3:22])[CH:19]=[CH:18][C:17]=3[F:23])[N:14]=[C:13]([CH2:24][N:25]([CH3:33])[C:26](=[O:32])[O:27][C:28]([CH3:31])([CH3:30])[CH3:29])[CH:12]=2)(=[O:10])=[O:9])=[CH:4][CH:3]=1.[C:34](=O)([O-])[O-].[K+].[K+].CB(O)O, predict the reaction product. The product is: [CH3:34][C:2]1[N:7]=[CH:6][C:5]([S:8]([C:11]2[N:15]([C:16]3[CH:21]=[C:20]([CH3:22])[CH:19]=[CH:18][C:17]=3[F:23])[N:14]=[C:13]([CH2:24][N:25]([CH3:33])[C:26](=[O:32])[O:27][C:28]([CH3:29])([CH3:31])[CH3:30])[CH:12]=2)(=[O:9])=[O:10])=[CH:4][CH:3]=1. (6) Given the reactants [Cl:1][C:2]1[C:3]([C:12]([F:15])([F:14])[F:13])=[N:4][N:5]([CH2:8][C:9]([OH:11])=O)[C:6]=1[CH3:7].[F:16][C:17]1[CH:22]=[CH:21][C:20]([N:23]2[C:31]3[CH2:30][CH2:29][CH2:28][NH:27][C:26]=3[C:25]([CH3:32])=[N:24]2)=[CH:19][CH:18]=1, predict the reaction product. The product is: [Cl:1][C:2]1[C:3]([C:12]([F:15])([F:14])[F:13])=[N:4][N:5]([CH2:8][C:9]([N:27]2[CH2:28][CH2:29][CH2:30][C:31]3[N:23]([C:20]4[CH:21]=[CH:22][C:17]([F:16])=[CH:18][CH:19]=4)[N:24]=[C:25]([CH3:32])[C:26]2=3)=[O:11])[C:6]=1[CH3:7]. (7) Given the reactants [NH2:1][C:2]1[N:7]([CH2:8][C:9]2[CH:14]=[CH:13][C:12]([O:15][CH3:16])=[CH:11][CH:10]=2)[C:6](=[O:17])[NH:5][C:4](=[O:18])[C:3]=1[NH:19][CH2:20][C:21]1[CH:26]=[CH:25][CH:24]=[CH:23][CH:22]=1.[C:27](Cl)(=O)[C:28]([CH3:31])([CH3:30])[CH3:29], predict the reaction product. The product is: [CH2:20]([N:19]1[C:3]2[C:4](=[O:18])[NH:5][C:6](=[O:17])[N:7]([CH2:8][C:9]3[CH:10]=[CH:11][C:12]([O:15][CH3:16])=[CH:13][CH:14]=3)[C:2]=2[N:1]=[C:27]1[C:28]([CH3:31])([CH3:30])[CH3:29])[C:21]1[CH:26]=[CH:25][CH:24]=[CH:23][CH:22]=1.